The task is: Predict the reactants needed to synthesize the given product.. This data is from Full USPTO retrosynthesis dataset with 1.9M reactions from patents (1976-2016). (1) Given the product [Cl:1][C:2]1[CH:3]=[C:4]([N:12]([CH3:31])[C:13]([NH:15][C@@H:16]2[CH2:21][CH2:20][CH2:19][N:18]([C:22]3[CH:27]=[N:26][C:25]([C:28]#[N:29])=[C:24]([NH:35][CH:32]4[CH2:34][CH2:33]4)[N:23]=3)[CH2:17]2)=[O:14])[CH:5]=[C:6]([C:8]([F:10])([F:11])[F:9])[CH:7]=1, predict the reactants needed to synthesize it. The reactants are: [Cl:1][C:2]1[CH:3]=[C:4]([N:12]([CH3:31])[C:13]([NH:15][C@@H:16]2[CH2:21][CH2:20][CH2:19][N:18]([C:22]3[CH:27]=[N:26][C:25]([C:28]#[N:29])=[C:24](Cl)[N:23]=3)[CH2:17]2)=[O:14])[CH:5]=[C:6]([C:8]([F:11])([F:10])[F:9])[CH:7]=1.[CH:32]1([NH2:35])[CH2:34][CH2:33]1. (2) The reactants are: [C:1]1([S:7]([C:9]2[CH2:13][CH2:12][O:11][N:10]=2)=[O:8])[CH:6]=[CH:5][CH:4]=[CH:3][CH:2]=1.ClC1C=CC=C(C(OO)=[O:22])C=1.O. Given the product [C:1]1([S:7]([C:9]2[CH2:13][CH2:12][O:11][N:10]=2)(=[O:22])=[O:8])[CH:2]=[CH:3][CH:4]=[CH:5][CH:6]=1, predict the reactants needed to synthesize it. (3) Given the product [CH3:37][C:2]1[N:3]=[CH:4][CH:5]=[C:6]2[C:11](=[O:12])[C:10]([C:13]3[CH:18]=[CH:17][C:16]([C:19]4([NH:23][C:24](=[O:30])[O:25][C:26]([CH3:29])([CH3:27])[CH3:28])[CH2:20][CH2:21][CH2:22]4)=[CH:15][CH:14]=3)=[C:9]([C:31]3[CH:36]=[CH:35][CH:34]=[CH:33][CH:32]=3)[O:8][C:7]=12, predict the reactants needed to synthesize it. The reactants are: Cl[C:2]1[N:3]=[CH:4][CH:5]=[C:6]2[C:11](=[O:12])[C:10]([C:13]3[CH:18]=[CH:17][C:16]([C:19]4([NH:23][C:24](=[O:30])[O:25][C:26]([CH3:29])([CH3:28])[CH3:27])[CH2:22][CH2:21][CH2:20]4)=[CH:15][CH:14]=3)=[C:9]([C:31]3[CH:36]=[CH:35][CH:34]=[CH:33][CH:32]=3)[O:8][C:7]=12.[CH3:37]B(O)O.C(=O)([O-])[O-].[K+].[K+]. (4) Given the product [CH3:27][C:25]1([CH3:28])[CH2:26][C@@H:24]1[C:22]([NH:21][NH:20][C:18]([C@@H:13]1[CH2:12][CH2:11][C@@H:10]2[CH2:17][N:14]1[C:15](=[O:16])[N:9]2[OH:8])=[O:19])=[O:23], predict the reactants needed to synthesize it. The reactants are: C([O:8][N:9]1[C:15](=[O:16])[N:14]2[CH2:17][C@H:10]1[CH2:11][CH2:12][C@H:13]2[C:18]([NH:20][NH:21][C:22]([C@@H:24]1[CH2:26][C:25]1([CH3:28])[CH3:27])=[O:23])=[O:19])C1C=CC=CC=1. (5) Given the product [Cl:1][C:2]1[C:3]([NH:18][C:19]2[CH:20]=[N:21][C:22]([CH3:25])=[CH:23][CH:24]=2)=[N:4][CH:5]=[C:6]([C:8]2[N:12]([CH2:29][CH3:30])[C:11]3[CH:13]=[CH:14][C:15]([F:17])=[CH:16][C:10]=3[N:9]=2)[CH:7]=1, predict the reactants needed to synthesize it. The reactants are: [Cl:1][C:2]1[C:3]([NH:18][C:19]2[CH:20]=[N:21][C:22]([CH3:25])=[CH:23][CH:24]=2)=[N:4][CH:5]=[C:6]([C:8]2[NH:12][C:11]3[CH:13]=[CH:14][C:15]([F:17])=[CH:16][C:10]=3[N:9]=2)[CH:7]=1.[H-].[Na+].I[CH2:29][CH3:30]. (6) Given the product [CH2:13]([CH:15]([CH2:20][CH2:21][CH2:22][CH3:23])[CH2:16][NH:17][C:18]([NH:1][C@H:2]([C:8]([OH:10])=[O:9])[CH2:3][CH2:4][C:5](=[O:7])[NH2:6])=[O:19])[CH3:14], predict the reactants needed to synthesize it. The reactants are: [NH2:1][C@H:2]([C:8]([OH:10])=[O:9])[CH2:3][CH2:4][C:5](=[O:7])[NH2:6].[OH-].[Na+].[CH2:13]([CH:15]([CH2:20][CH2:21][CH2:22][CH3:23])[CH2:16][N:17]=[C:18]=[O:19])[CH3:14]. (7) Given the product [NH2:25][C:15]1[CH:16]=[C:17]([CH:23]=[CH:24][C:14]=1[NH:13][CH:1]1[CH2:12][CH2:11][CH2:10][CH2:9][CH2:8][CH2:7][CH2:6][CH2:5][CH2:4][CH2:3][CH2:2]1)[C:18]([O:20][CH2:21][CH3:22])=[O:19], predict the reactants needed to synthesize it. The reactants are: [CH:1]1([NH:13][C:14]2[CH:24]=[CH:23][C:17]([C:18]([O:20][CH2:21][CH3:22])=[O:19])=[CH:16][C:15]=2[N+:25]([O-])=O)[CH2:12][CH2:11][CH2:10][CH2:9][CH2:8][CH2:7][CH2:6][CH2:5][CH2:4][CH2:3][CH2:2]1.[H][H].